Dataset: Peptide-MHC class I binding affinity with 185,985 pairs from IEDB/IMGT. Task: Regression. Given a peptide amino acid sequence and an MHC pseudo amino acid sequence, predict their binding affinity value. This is MHC class I binding data. The peptide sequence is LMRTNFLIK. The MHC is HLA-B46:01 with pseudo-sequence HLA-B46:01. The binding affinity (normalized) is 0.0847.